From a dataset of Full USPTO retrosynthesis dataset with 1.9M reactions from patents (1976-2016). Predict the reactants needed to synthesize the given product. (1) Given the product [CH:7]1([C:2]([OH:1])([C:7]2[CH:12]=[CH:11][CH:10]=[CH:9][CH:8]=2)[C:3]([O:5][CH3:6])=[O:4])[CH2:12][CH2:11][CH2:10][CH2:9][CH2:8]1, predict the reactants needed to synthesize it. The reactants are: [O:1]=[C:2]([C:7]1[CH:12]=[CH:11][CH:10]=[CH:9][CH:8]=1)[C:3]([O:5][CH3:6])=[O:4]. (2) Given the product [CH3:1][O:2][C:3]([C:5]1([C:8]2[CH:9]=[CH:10][C:11]([O:14][CH2:22][CH2:21][C:20]([O:19][C:15]([CH3:18])([CH3:17])[CH3:16])=[O:23])=[CH:12][CH:13]=2)[CH2:6][CH2:7]1)=[O:4], predict the reactants needed to synthesize it. The reactants are: [CH3:1][O:2][C:3]([C:5]1([C:8]2[CH:13]=[CH:12][C:11]([OH:14])=[CH:10][CH:9]=2)[CH2:7][CH2:6]1)=[O:4].[C:15]([O:19][C:20](=[O:23])[CH:21]=[CH2:22])([CH3:18])([CH3:17])[CH3:16].